This data is from CYP3A4 inhibition data for predicting drug metabolism from PubChem BioAssay. The task is: Regression/Classification. Given a drug SMILES string, predict its absorption, distribution, metabolism, or excretion properties. Task type varies by dataset: regression for continuous measurements (e.g., permeability, clearance, half-life) or binary classification for categorical outcomes (e.g., BBB penetration, CYP inhibition). Dataset: cyp3a4_veith. (1) The molecule is Cc1cccc(N(C)S(=O)(=O)c2ccc3[nH]c(=O)c(=O)[nH]c3c2)c1. The result is 1 (inhibitor). (2) The drug is COCCn1c(=O)c(-c2ccc(F)cc2)nc2cnc(N(C)C)nc21. The result is 0 (non-inhibitor). (3) The molecule is CCCN(CCC)CCNC(=O)C1CCCN(S(=O)(=O)c2ccc3c(c2)oc(=O)n3C)C1. The result is 0 (non-inhibitor). (4) The compound is CC(=O)NCCNc1nc(-c2ccccc2C)nc2ccccc12. The result is 1 (inhibitor). (5) The compound is CN(C)CCC(=O)[C@@]1(O)CC[C@H]2[C@H]3CC=C4C[C@@H](O)CC[C@]4(C)[C@H]3CC[C@]21C. The result is 0 (non-inhibitor). (6) The result is 1 (inhibitor). The molecule is COc1ccc(CNC(=O)C(c2ccc(C)cc2)N(Cc2cccs2)C(=O)c2ccc3c(c2)OCCO3)cc1.